Dataset: Catalyst prediction with 721,799 reactions and 888 catalyst types from USPTO. Task: Predict which catalyst facilitates the given reaction. (1) Reactant: [F:1][C:2]([F:16])([C:6]1[CH:11]=[CH:10][CH:9]=[CH:8][C:7]=1[O:12]COC)[C:3]([OH:5])=O.P(Cl)(Cl)(Cl)=O.Cl.[NH2:23][CH2:24][C:25]1[CH:26]=[C:27]2[C:31](=[CH:32][CH:33]=1)[C:30](=[O:34])[N:29]([CH:35]1[CH2:40][CH2:39][C:38](=[O:41])[NH:37][C:36]1=[O:42])[CH2:28]2.C(=O)(O)[O-].[Na+]. Product: [O:42]=[C:36]1[CH:35]([N:29]2[CH2:28][C:27]3[C:31](=[CH:32][CH:33]=[C:25]([CH2:24][NH:23][C:3](=[O:5])[C:2]([F:1])([F:16])[C:6]4[CH:11]=[CH:10][CH:9]=[CH:8][C:7]=4[OH:12])[CH:26]=3)[C:30]2=[O:34])[CH2:40][CH2:39][C:38](=[O:41])[NH:37]1. The catalyst class is: 17. (2) Reactant: Br[C:2]1[CH:7]=[CH:6][C:5]([F:8])=[C:4]([O:9][CH3:10])[CH:3]=1.[Li]CCCC.[B:16](OC)([O:19]C)[O:17]C. Product: [CH3:10][O:9][C:4]1[CH:3]=[C:2]([B:16]([OH:19])[OH:17])[CH:7]=[CH:6][C:5]=1[F:8]. The catalyst class is: 1. (3) Reactant: [Cl:1][C:2]1[CH:19]=[CH:18][C:5]([CH2:6][N:7]2[C:12]([S:13][CH2:14][CH3:15])=[N:11][C:10](=[O:16])[NH:9][C:8]2=[O:17])=[CH:4][CH:3]=1.[C:20]1(P(C2C=CC=CC=2)C2C=CC=CC=2)C=CC=CC=1.O1CCOCC1.O[CH2:46][C@:47](C)([O:51][CH3:52])[C:48]([O-:50])=[O:49]. Product: [Cl:1][C:2]1[CH:3]=[CH:4][C:5]([CH2:6][N:7]2[C:12]([S:13][CH2:14][CH3:15])=[N:11][C:10](=[O:16])[N:9]([CH2:46][C@@H:47]([C:48]([O:50][CH3:20])=[O:49])[O:51][CH3:52])[C:8]2=[O:17])=[CH:18][CH:19]=1. The catalyst class is: 6. (4) Reactant: [CH3:1][C:2]1[CH:7]=[CH:6][C:5]([C:8]2[N:12]=[C:11]([CH:13]3[CH2:16][N:15](C(OC(C)(C)C)=O)[CH2:14]3)[O:10][N:9]=2)=[CH:4][C:3]=1[N+:24]([O-:26])=[O:25].[ClH:27]. Product: [ClH:27].[NH:15]1[CH2:14][CH:13]([C:11]2[O:10][N:9]=[C:8]([C:5]3[CH:6]=[CH:7][C:2]([CH3:1])=[C:3]([N+:24]([O-:26])=[O:25])[CH:4]=3)[N:12]=2)[CH2:16]1. The catalyst class is: 880. (5) Product: [Cl:1][C:2]1[CH:3]=[C:4]([C:10]2[C:11]([CH3:33])=[N:12][N:13]([CH2:16][C:17]3[CH:22]=[CH:21][C:20]([S:23]([OH:26])(=[O:24])=[O:25])=[CH:19][CH:18]=3)[C:14]=2[CH3:15])[CH:5]=[CH:6][C:7]=1[C:8]#[N:9]. The catalyst class is: 5. Reactant: [Cl:1][C:2]1[CH:3]=[C:4]([C:10]2[C:11]([CH3:33])=[N:12][N:13]([CH2:16][C:17]3[CH:22]=[CH:21][C:20]([S:23]([O:26]C4C=CC=CC=4)(=[O:25])=[O:24])=[CH:19][CH:18]=3)[C:14]=2[CH3:15])[CH:5]=[CH:6][C:7]=1[C:8]#[N:9].[OH-].[Na+].